This data is from Full USPTO retrosynthesis dataset with 1.9M reactions from patents (1976-2016). The task is: Predict the reactants needed to synthesize the given product. (1) Given the product [CH3:11][O:10][C:6]1[C:5](=[O:12])[C:4]([CH3:13])=[C:3]([CH:14]([C:20]2[CH:25]=[CH:24][CH:23]=[CH:22][CH:21]=2)[CH2:15][CH2:16][C:17]([OH:19])=[O:18])[C:2](=[O:1])[C:7]=1[O:8][CH3:9], predict the reactants needed to synthesize it. The reactants are: [OH:1][C:2]1[C:7]([O:8][CH3:9])=[C:6]([O:10][CH3:11])[C:5]([OH:12])=[C:4]([CH3:13])[C:3]=1[CH:14]([C:20]1[CH:25]=[CH:24][CH:23]=[CH:22][CH:21]=1)[CH2:15][CH2:16][C:17]([OH:19])=[O:18].[N+]([O-])([O-])=O.[Ce].[NH4+].O.CCOCC. (2) Given the product [CH2:15]([O:14][C@H:13]1[C@H:12]([O:22][CH2:23][C:24]2[CH:25]=[CH:26][CH:27]=[CH:28][CH:29]=2)[C@@H:11]([O:30][CH2:31][C:32]2[CH:37]=[CH:36][CH:35]=[CH:34][CH:33]=2)[C:10]([C:40]2[CH:45]=[CH:44][C:43]([Cl:46])=[C:42]([CH2:47][C:48]3[CH:57]=[CH:56][C:51]4[O:52][CH2:53][CH2:54][O:55][C:50]=4[CH:49]=3)[CH:41]=2)([O:38][CH3:39])[O:9][C@@H:8]1[CH2:7][OH:6])[C:16]1[CH:21]=[CH:20][CH:19]=[CH:18][CH:17]=1, predict the reactants needed to synthesize it. The reactants are: C([Si](C)(C)[O:6][CH2:7][C@@H:8]1[C@@H:13]([O:14][CH2:15][C:16]2[CH:21]=[CH:20][CH:19]=[CH:18][CH:17]=2)[C@H:12]([O:22][CH2:23][C:24]2[CH:29]=[CH:28][CH:27]=[CH:26][CH:25]=2)[C@@H:11]([O:30][CH2:31][C:32]2[CH:37]=[CH:36][CH:35]=[CH:34][CH:33]=2)[C:10]([C:40]2[CH:45]=[CH:44][C:43]([Cl:46])=[C:42]([CH2:47][C:48]3[CH:57]=[CH:56][C:51]4[O:52][CH2:53][CH2:54][O:55][C:50]=4[CH:49]=3)[CH:41]=2)([O:38][CH3:39])[O:9]1)(C)(C)C.C(Cl)(=O)C. (3) Given the product [C:18]([O:22][C:23](=[O:37])[N:24]([CH2:26][CH2:27][CH:28]([OH:36])[CH2:29][CH:30]1[CH2:31][CH2:32][CH2:33][CH2:34][CH2:35]1)[CH3:25])([CH3:21])([CH3:19])[CH3:20], predict the reactants needed to synthesize it. The reactants are: C(N(C)CCC(O)CCCC)C1C=CC=CC=1.[C:18]([O:22][C:23](=[O:37])[N:24]([CH2:26][CH2:27][C:28](=[O:36])[CH2:29][CH:30]1[CH2:35][CH2:34][CH2:33][CH2:32][CH2:31]1)[CH3:25])([CH3:21])([CH3:20])[CH3:19]. (4) Given the product [O:20]1[CH2:21][CH2:22][CH2:23][CH:19]1[CH2:1][O:4][C:16]1[CH:15]=[CH:14][CH:13]=[CH:12][C:11]=1[C:9](=[O:10])[CH3:8], predict the reactants needed to synthesize it. The reactants are: [C:1]([O-:4])([O-])=O.[K+].[K+].O[CH2:8][C:9]([C:11]1[CH:16]=[CH:15][CH:14]=[CH:13][CH:12]=1)=[O:10].BrC[CH:19]1[CH2:23][CH2:22][CH2:21][O:20]1. (5) The reactants are: [C:1](Cl)(=[O:3])[CH3:2].[OH:5][C:6]1[CH:15]=[C:14]2[C:9]([N:10]=[CH:11][C:12]([O:16][CH2:17][CH2:18][N:19]3[CH2:24][CH2:23][CH:22]([NH:25][C:26]([C:28]4[CH:29]=[CH:30][C:31]5[S:36][CH2:35][C:34](=[O:37])[NH:33][C:32]=5[CH:38]=4)=[O:27])[CH2:21][CH2:20]3)=[N:13]2)=[CH:8][CH:7]=1.C(N(CC)CC)C. Given the product [O:37]=[C:34]1[NH:33][C:32]2[CH:38]=[C:28]([C:26]([NH:25][CH:22]3[CH2:23][CH2:24][N:19]([CH2:18][CH2:17][O:16][C:12]4[CH:11]=[N:10][C:9]5[C:14]([N:13]=4)=[CH:15][C:6]([O:5][C:1](=[O:3])[CH3:2])=[CH:7][CH:8]=5)[CH2:20][CH2:21]3)=[O:27])[CH:29]=[CH:30][C:31]=2[S:36][CH2:35]1, predict the reactants needed to synthesize it. (6) Given the product [CH3:34][N:11]([C:1]([O:3][CH2:4][C:5]1[CH:6]=[CH:7][CH:8]=[CH:9][CH:10]=1)=[O:2])[CH2:12][CH2:13][C:14]([S:30]([NH2:33])(=[O:32])=[O:31])=[O:16], predict the reactants needed to synthesize it. The reactants are: [C:1]([NH:11][CH2:12][CH2:13][C:14]([OH:16])=O)([O:3][CH2:4][C:5]1[CH:10]=[CH:9][CH:8]=[CH:7][CH:6]=1)=[O:2].C(N1C=CN=C1)(N1C=CN=C1)=O.C[S:30]([NH2:33])(=[O:32])=[O:31].[CH2:34]1CCN2C(=NCCC2)CC1. (7) Given the product [CH2:1]([C:3]1[CH:4]=[CH:5][C:6]([C:9]2[C:13]([CH2:14][OH:15])=[C:12]([C:19]([F:22])([F:21])[F:20])[S:11][N:10]=2)=[CH:7][CH:8]=1)[CH3:2], predict the reactants needed to synthesize it. The reactants are: [CH2:1]([C:3]1[CH:8]=[CH:7][C:6]([C:9]2[C:13]([C:14](OCC)=[O:15])=[C:12]([C:19]([F:22])([F:21])[F:20])[S:11][N:10]=2)=[CH:5][CH:4]=1)[CH3:2].CC(C[AlH]CC(C)C)C.